From a dataset of Full USPTO retrosynthesis dataset with 1.9M reactions from patents (1976-2016). Predict the reactants needed to synthesize the given product. (1) Given the product [F:29][C:30]1[C:35]([F:36])=[C:34]([F:37])[C:33]([F:38])=[C:32]([F:39])[C:31]=1[O:40][P:18]([NH:8][C@H:7]([CH3:9])[C:6]([O:5][CH:2]([CH3:4])[CH3:3])=[O:10])([O:20][C:21]1[CH:26]=[CH:25][CH:24]=[CH:23][CH:22]=1)=[O:19], predict the reactants needed to synthesize it. The reactants are: Cl.[CH:2]([O:5][C:6](=[O:10])[C@@H:7]([CH3:9])[NH2:8])([CH3:4])[CH3:3].C(N(CC)CC)C.[P:18](Cl)(Cl)([O:20][C:21]1[CH:26]=[CH:25][CH:24]=[CH:23][CH:22]=1)=[O:19].[F:29][C:30]1[C:35]([F:36])=[C:34]([F:37])[C:33]([F:38])=[C:32]([F:39])[C:31]=1[OH:40]. (2) Given the product [ClH:14].[NH:6]=[C:5]1[C:4]2[C:3](=[CH:10][CH:9]=[CH:8][CH:7]=2)[CH2:1][O:2]1, predict the reactants needed to synthesize it. The reactants are: [CH:1]([C:3]1[CH:10]=[CH:9][CH:8]=[CH:7][C:4]=1[C:5]#[N:6])=[O:2].[BH4-].[Na+].O.[ClH:14]. (3) Given the product [CH3:1][O:2][C:3](=[O:14])[C:4]1[CH:9]=[C:8]([NH2:10])[CH:7]=[CH:6][C:5]=1[CH3:13], predict the reactants needed to synthesize it. The reactants are: [CH3:1][O:2][C:3](=[O:14])[C:4]1[CH:9]=[C:8]([N+:10]([O-])=O)[CH:7]=[CH:6][C:5]=1[CH3:13].[H][H].